Predict the product of the given reaction. From a dataset of Forward reaction prediction with 1.9M reactions from USPTO patents (1976-2016). (1) The product is: [CH3:10][O:9][C:7]1[C:6]([C:19](=[O:20])[C:18]2[CH:17]=[CH:16][C:15]([N+:12]([O-:14])=[O:13])=[CH:23][CH:22]=2)=[C:5]([CH3:11])[CH:4]=[C:3]([O:2][CH3:1])[CH:8]=1. Given the reactants [CH3:1][O:2][C:3]1[CH:4]=[C:5]([CH3:11])[CH:6]=[C:7]([O:9][CH3:10])[CH:8]=1.[N+:12]([C:15]1[CH:23]=[CH:22][C:18]([C:19](Cl)=[O:20])=[CH:17][CH:16]=1)([O-:14])=[O:13].[Cl-].[Al+3].[Cl-].[Cl-].Cl, predict the reaction product. (2) Given the reactants O[CH2:2][C:3]1[CH:12]=[CH:11][C:6]2[N:7]=[C:8]([CH3:10])[NH:9][C:5]=2[CH:4]=1.CCOC(C)=O.[NH4+:19].[OH-], predict the reaction product. The product is: [NH2:19][CH2:2][C:3]1[CH:12]=[CH:11][C:6]2[N:7]=[C:8]([CH3:10])[NH:9][C:5]=2[CH:4]=1.